Dataset: Catalyst prediction with 721,799 reactions and 888 catalyst types from USPTO. Task: Predict which catalyst facilitates the given reaction. (1) Reactant: [C:1]([NH:8][CH2:9][CH2:10][C:11]1[CH:19]=[C:18]([F:20])[C:14]([C:15](O)=[O:16])=[C:13]([F:21])[CH:12]=1)([O:3][C:4]([CH3:7])([CH3:6])[CH3:5])=[O:2].C([N:24](CC)CC)C.ClC(OCC)=O.N. Product: [C:1]([NH:8][CH2:9][CH2:10][C:11]1[CH:19]=[C:18]([F:20])[C:14]([C:15]([NH2:24])=[O:16])=[C:13]([F:21])[CH:12]=1)([O:3][C:4]([CH3:7])([CH3:6])[CH3:5])=[O:2]. The catalyst class is: 1. (2) The catalyst class is: 37. Reactant: [C:1]1([C:12]2[CH:17]=[CH:16][CH:15]=[CH:14][CH:13]=2)[CH:6]=[CH:5][C:4]([C:7]#[C:8][C:9](O)=O)=[CH:3][CH:2]=1.BrC1[CH:24]=[CH:23][C:22]([CH2:25][CH:26]([NH:28][C:29](=[O:31])[CH3:30])[CH3:27])=[CH:21][CH:20]=1.CCCC[N+](CCCC)(CCCC)CCCC.[F-].[NH4+].[Cl-]. Product: [C:1]1([C:12]2[CH:17]=[CH:16][CH:15]=[CH:14][CH:13]=2)[CH:6]=[CH:5][C:4]([C:7]#[C:8][C:9]2[CH:24]=[CH:23][C:22]([CH2:25][CH:26]([NH:28][C:29](=[O:31])[CH3:30])[CH3:27])=[CH:21][CH:20]=2)=[CH:3][CH:2]=1. (3) The catalyst class is: 1. Reactant: O[CH:2]=[C:3]1[C:11]2[C:6](=[CH:7][C:8]([C:12]([C:14]3[CH:15]=[C:16]([NH:20][C:21]([C:23]4[N:24]([CH3:29])[N:25]=[C:26]([CH3:28])[CH:27]=4)=[O:22])[CH:17]=[CH:18][CH:19]=3)=[O:13])=[CH:9][CH:10]=2)[NH:5][C:4]1=[O:30].[NH2:31][C:32]1[CH:47]=[CH:46][C:35]([O:36][CH2:37][CH:38]([OH:45])[CH2:39][N:40]([CH2:43][CH3:44])[CH2:41][CH3:42])=[CH:34][CH:33]=1. Product: [CH2:43]([N:40]([CH2:41][CH3:42])[CH2:39][CH:38]([OH:45])[CH2:37][O:36][C:35]1[CH:34]=[CH:33][C:32]([NH:31][CH:2]=[C:3]2[C:11]3[C:6](=[CH:7][C:8]([C:12]([C:14]4[CH:15]=[C:16]([NH:20][C:21]([C:23]5[N:24]([CH3:29])[N:25]=[C:26]([CH3:28])[CH:27]=5)=[O:22])[CH:17]=[CH:18][CH:19]=4)=[O:13])=[CH:9][CH:10]=3)[NH:5][C:4]2=[O:30])=[CH:47][CH:46]=1)[CH3:44]. (4) Reactant: [NH2:1][C:2]1[N:3]=[C:4]([O:12][CH3:13])[C:5]([C:8](OC)=[O:9])=[N:6][CH:7]=1.[NH3:14]. Product: [NH2:1][C:2]1[N:3]=[C:4]([O:12][CH3:13])[C:5]([C:8]([NH2:14])=[O:9])=[N:6][CH:7]=1. The catalyst class is: 5. (5) Reactant: [CH3:1][CH:2]1[CH2:7][CH2:6][CH2:5][CH2:4]/[C:3]/1=[N:8]\[C@@H:9]([C:11]1[CH:16]=[CH:15][CH:14]=[CH:13][CH:12]=1)[CH3:10]. Product: [CH3:1][CH:2]1[CH2:7][CH2:6][CH2:5][CH2:4][CH:3]1[NH:8][C@@H:9]([C:11]1[CH:12]=[CH:13][CH:14]=[CH:15][CH:16]=1)[CH3:10]. The catalyst class is: 171.